From a dataset of TCR-epitope binding with 47,182 pairs between 192 epitopes and 23,139 TCRs. Binary Classification. Given a T-cell receptor sequence (or CDR3 region) and an epitope sequence, predict whether binding occurs between them. (1) The epitope is WICLLQFAY. The TCR CDR3 sequence is CASSGSYGYTF. Result: 0 (the TCR does not bind to the epitope). (2) The epitope is GLCTLVAML. The TCR CDR3 sequence is CASSLRIDGTDTQYF. Result: 1 (the TCR binds to the epitope). (3) The epitope is NLDSKVGGNY. The TCR CDR3 sequence is CASSLDTSGRLGGSMAEQFF. Result: 0 (the TCR does not bind to the epitope). (4) The epitope is YVLDHLIVV. The TCR CDR3 sequence is CASSSLDRAGFEKLFF. Result: 0 (the TCR does not bind to the epitope). (5) The epitope is NQKLIANQF. The TCR CDR3 sequence is CASSLNLGQGHYEQYF. Result: 1 (the TCR binds to the epitope). (6) The epitope is FQPTNGVGY. The TCR CDR3 sequence is CASSLGSHDSTNYGYTF. Result: 0 (the TCR does not bind to the epitope). (7) The epitope is LPPAYTNSF. The TCR CDR3 sequence is CASSLGNTEAFF. Result: 1 (the TCR binds to the epitope).